This data is from Full USPTO retrosynthesis dataset with 1.9M reactions from patents (1976-2016). The task is: Predict the reactants needed to synthesize the given product. (1) Given the product [NH2:17][CH:16]=[C:13]1[C:12]([C:20]2[CH:25]=[CH:24][CH:23]=[C:22]([C:26]([F:27])([F:29])[F:28])[CH:21]=2)=[N:11][N:10]([C:2]2[S:1][C:5]3[CH:6]=[CH:7][CH:8]=[CH:9][C:4]=3[N:3]=2)[C:14]1=[O:15], predict the reactants needed to synthesize it. The reactants are: [S:1]1[C:5]2[CH:6]=[CH:7][CH:8]=[CH:9][C:4]=2[N:3]=[C:2]1[N:10]1[C:14](=[O:15])[C:13](=[CH:16][N:17](C)C)[C:12]([C:20]2[CH:25]=[CH:24][CH:23]=[C:22]([C:26]([F:29])([F:28])[F:27])[CH:21]=2)=[N:11]1. (2) Given the product [CH2:24]([N:14]([CH2:13][CH2:12][CH2:11][N:10]([CH2:24][C:25]1[CH:30]=[CH:29][CH:28]=[CH:27][CH:26]=1)[C:8]([O:7][CH2:6][C:5]1[S:1][CH:2]=[N:3][CH:4]=1)=[O:9])[C:15](=[O:21])[O:16][C:17]([CH3:18])([CH3:20])[CH3:19])[C:25]1[CH:30]=[CH:29][CH:28]=[CH:27][CH:26]=1, predict the reactants needed to synthesize it. The reactants are: [S:1]1[C:5]([CH2:6][O:7][C:8]([NH:10][CH2:11][CH2:12][CH2:13][NH:14][C:15](=[O:21])[O:16][C:17]([CH3:20])([CH3:19])[CH3:18])=[O:9])=[CH:4][N:3]=[CH:2]1.[H-].[Na+].[CH2:24](Br)[C:25]1[CH:30]=[CH:29][CH:28]=[CH:27][CH:26]=1. (3) Given the product [CH2:34]([O:33][C:31]([N:1]1[CH2:7][CH2:6][CH2:5][NH:4][CH2:3][CH2:2]1)=[O:32])[CH3:35], predict the reactants needed to synthesize it. The reactants are: [NH:1]1[CH2:7][CH2:6][CH2:5][NH:4][CH2:3][CH2:2]1.CN(C1C=CC(N=NC2C=CC(S(O)(=O)=O)=CC=2)=CC=1)C.Cl.Cl[C:31]([O:33][CH2:34][CH3:35])=[O:32].C([O-])(=O)C.[Na+].[OH-].[Na+]. (4) Given the product [OH:17][C:16]([CH3:19])([CH3:18])[CH2:15][O:1][C:2]1[CH:3]=[CH:4][C:5]([N+:12]([O-:14])=[O:13])=[C:6]([CH:11]=1)[C:7]([O:9][CH3:10])=[O:8], predict the reactants needed to synthesize it. The reactants are: [OH:1][C:2]1[CH:3]=[CH:4][C:5]([N+:12]([O-:14])=[O:13])=[C:6]([CH:11]=1)[C:7]([O:9][CH3:10])=[O:8].[CH3:15][C:16]1([CH3:19])[CH2:18][O:17]1.C(=O)([O-])[O-].[K+].[K+].O.P([O-])(O)(O)=O.[Na+]. (5) Given the product [Br:1][C:2]1[CH:3]=[C:4]2[C:10]([CH3:11])=[N:9][N:8]([CH2:15][O:16][CH2:17][CH2:18][Si:19]([CH3:22])([CH3:21])[CH3:20])[C:5]2=[N:6][CH:7]=1, predict the reactants needed to synthesize it. The reactants are: [Br:1][C:2]1[CH:3]=[C:4]2[C:10]([CH3:11])=[N:9][NH:8][C:5]2=[N:6][CH:7]=1.[H-].[Na+].Cl[CH2:15][O:16][CH2:17][CH2:18][Si:19]([CH3:22])([CH3:21])[CH3:20]. (6) Given the product [CH3:27][O:24][CH:15]1[CH2:14][N:13]([S:10]([C:6]2[CH:7]=[CH:8][CH:9]=[C:4]([N+:1]([O-:3])=[O:2])[CH:5]=2)(=[O:12])=[O:11])[C:19]2[CH:20]=[CH:21][CH:22]=[CH:23][C:18]=2[O:17][CH2:16]1, predict the reactants needed to synthesize it. The reactants are: [N+:1]([C:4]1[CH:5]=[C:6]([S:10]([N:13]2[C:19]3[CH:20]=[CH:21][CH:22]=[CH:23][C:18]=3[O:17][CH2:16][CH:15]([OH:24])[CH2:14]2)(=[O:12])=[O:11])[CH:7]=[CH:8][CH:9]=1)([O-:3])=[O:2].[H-].[Na+].[CH3:27]I.O. (7) Given the product [Cl:1][C:2]1[CH:7]=[CH:6][CH:5]=[C:4](/[CH:8]=[CH:9]/[CH:10]([P:11]([O:16][CH2:17][CH3:18])([O:13][CH2:14][CH3:15])=[O:12])[CH3:19])[CH:3]=1, predict the reactants needed to synthesize it. The reactants are: [Cl:1][C:2]1[CH:7]=[CH:6][CH:5]=[C:4](/[CH:8]=[CH:9]/[CH2:10][P:11]([O:16][CH2:17][CH3:18])([O:13][CH2:14][CH3:15])=[O:12])[CH:3]=1.[CH2:19](P(=O)(OCC)OCC)C=C.